Dataset: Catalyst prediction with 721,799 reactions and 888 catalyst types from USPTO. Task: Predict which catalyst facilitates the given reaction. (1) Reactant: [H-].[Na+].[CH2:3]([O:5][C:6]([C:8]1[NH:9][C:10]2[C:15]([C:16]=1[CH2:17][N:18]([CH2:25][C:26]1[CH:31]=[C:30]([C:32]([F:35])([F:34])[F:33])[CH:29]=[C:28]([C:36]([F:39])([F:38])[F:37])[CH:27]=1)[C:19]1[N:20]=[N:21][N:22]([CH3:24])[N:23]=1)=[CH:14][CH:13]=[CH:12][CH:11]=2)=[O:7])[CH3:4].[CH2:40](I)[CH3:41]. Product: [CH2:3]([O:5][C:6]([C:8]1[N:9]([CH2:40][CH3:41])[C:10]2[C:15]([C:16]=1[CH2:17][N:18]([CH2:25][C:26]1[CH:31]=[C:30]([C:32]([F:33])([F:34])[F:35])[CH:29]=[C:28]([C:36]([F:39])([F:38])[F:37])[CH:27]=1)[C:19]1[N:20]=[N:21][N:22]([CH3:24])[N:23]=1)=[CH:14][CH:13]=[CH:12][CH:11]=2)=[O:7])[CH3:4]. The catalyst class is: 3. (2) Reactant: [CH3:1][CH:2]([C:6]([OH:8])=[O:7])[C:3]([OH:5])=[O:4].C(OC(=O)C)(=O)C.[CH2:16]([C:18]([CH3:20])=O)[CH3:17].C(OCC)(=O)C. Product: [CH2:16]([C:18]1([CH3:20])[O:7][C:6](=[O:8])[CH:2]([CH3:1])[C:3](=[O:5])[O:4]1)[CH3:17]. The catalyst class is: 445. (3) Reactant: [CH3:1][O:2][C:3]1[CH:8]=[CH:7][N:6]=[C:5]([O:9][C@H:10]2[CH2:15][N:14](C(OCC3C=CC=CC=3)=O)[C@H:13]([CH3:26])[CH2:12][CH2:11]2)[CH:4]=1. Product: [CH3:1][O:2][C:3]1[CH:8]=[CH:7][N:6]=[C:5]([O:9][C@@H:10]2[CH2:11][CH2:12][C@@H:13]([CH3:26])[NH:14][CH2:15]2)[CH:4]=1. The catalyst class is: 19. (4) Reactant: C(Cl)(=O)C(Cl)=O.CS(C)=O.[F:11][C@H:12]1[CH2:16][C@H:15]([O:17][CH:18]2[CH2:23][CH2:22][CH2:21][CH2:20][O:19]2)[C@H:14]([CH2:24]/[CH:25]=[CH:26]\[CH2:27][CH2:28][CH2:29][C:30]([O:32][CH:33]([CH3:35])[CH3:34])=[O:31])[C@H:13]1[CH2:36][OH:37].OS([O-])(=O)=O.[K+]. Product: [F:11][C@H:12]1[CH2:16][C@H:15]([O:17][CH:18]2[CH2:23][CH2:22][CH2:21][CH2:20][O:19]2)[C@H:14]([CH2:24]/[CH:25]=[CH:26]\[CH2:27][CH2:28][CH2:29][C:30]([O:32][CH:33]([CH3:35])[CH3:34])=[O:31])[C@H:13]1[CH:36]=[O:37]. The catalyst class is: 347. (5) Reactant: [Br:1][C:2]1[CH:3]=[C:4]([CH2:8][CH2:9][C:10]([C:12]2[CH:17]=[CH:16][CH:15]=[CH:14][CH:13]=2)=O)[CH:5]=[CH:6][CH:7]=1.[C-:18]#[N:19].[K+].[C:21](=[O:24])([O-])[O-].[NH4+:25].[NH4+].[OH2:27]. Product: [Br:1][C:2]1[CH:3]=[C:4]([CH2:8][CH2:9][C:10]2([C:12]3[CH:17]=[CH:16][CH:15]=[CH:14][CH:13]=3)[NH:25][C:18](=[O:27])[NH:19][C:21]2=[O:24])[CH:5]=[CH:6][CH:7]=1. The catalyst class is: 5. (6) Reactant: [CH3:1][C:2]1[CH:16]=[C:15]([CH3:17])[CH:14]=[C:13]([CH3:18])[C:3]=1[O:4][C:5]1[CH:12]=[CH:11][C:8]([C:9]#[N:10])=[CH:7][CH:6]=1.C1COCC1.[H-].[Al+3].[Li+].[H-].[H-].[H-].[OH-].[Na+]. Product: [CH3:1][C:2]1[CH:16]=[C:15]([CH3:17])[CH:14]=[C:13]([CH3:18])[C:3]=1[O:4][C:5]1[CH:6]=[CH:7][C:8]([CH2:9][NH2:10])=[CH:11][CH:12]=1. The catalyst class is: 97. (7) Reactant: [CH2:1]([N:8]([CH:13]1[CH2:18][CH2:17][N:16]([CH2:19][C:20]2[N:21]=[CH:22][NH:23][C:24]=2[CH3:25])[CH2:15][CH2:14]1)[C:9]([NH:11][CH3:12])=[O:10])[C:2]1[CH:7]=[CH:6][CH:5]=[CH:4][CH:3]=1.[I:26]I.[OH-].[Na+]. The catalyst class is: 46. Product: [CH2:1]([N:8]([CH:13]1[CH2:14][CH2:15][N:16]([CH2:19][C:20]2[N:21]=[C:22]([I:26])[NH:23][C:24]=2[CH3:25])[CH2:17][CH2:18]1)[C:9]([NH:11][CH3:12])=[O:10])[C:2]1[CH:3]=[CH:4][CH:5]=[CH:6][CH:7]=1. (8) Reactant: [Cl:1][C:2]1[CH:32]=[CH:31][CH:30]=[C:29]([F:33])[C:3]=1[CH2:4][S:5][C:6]1[N:7]([C:22]2[CH:27]=[CH:26][C:25]([F:28])=[CH:24][CH:23]=2)[C:8]([C:11]([C:14]2[CH:19]=[CH:18][C:17]([Cl:20])=[C:16]([Cl:21])[CH:15]=2)([CH3:13])[CH3:12])=[CH:9][N:10]=1.C(=O)([O-])[O-].[Na+].[Na+].O.[Br:41]Br. Product: [Br:41][C:9]1[N:10]=[C:6]([S:5][CH2:4][C:3]2[C:29]([F:33])=[CH:30][CH:31]=[CH:32][C:2]=2[Cl:1])[N:7]([C:22]2[CH:27]=[CH:26][C:25]([F:28])=[CH:24][CH:23]=2)[C:8]=1[C:11]([C:14]1[CH:19]=[CH:18][C:17]([Cl:20])=[C:16]([Cl:21])[CH:15]=1)([CH3:13])[CH3:12]. The catalyst class is: 2. (9) Reactant: [CH3:1][N:2]1[CH2:8][CH2:7][CH2:6][NH:5][CH2:4][CH2:3]1.[CH3:9][O:10][C:11]([C:13]1[CH:18]=[CH:17][C:16]([C:19]2[CH:24]=[CH:23][C:22]([CH:25]=O)=[CH:21][CH:20]=2)=[CH:15][CH:14]=1)=[O:12].C(O[BH-](OCC)OCC)C.[Na+]. Product: [CH3:1][N:2]1[CH2:8][CH2:7][CH2:6][N:5]([CH2:25][C:22]2[CH:23]=[CH:24][C:19]([C:16]3[CH:17]=[CH:18][C:13]([C:11]([O:10][CH3:9])=[O:12])=[CH:14][CH:15]=3)=[CH:20][CH:21]=2)[CH2:4][CH2:3]1. The catalyst class is: 2. (10) Reactant: C(NC(C)C)(C)C.C([Li])CCC.[F:13][C:14]1[CH:15]=[C:16]2[C:26]3[C:21](=[CH:22][N:23]=[C:24]([C:27]4[CH:28]=[N:29][CH:30]=[CH:31][CH:32]=4)[CH:25]=3)[N:20]([S:33]([C:36]3[CH:41]=[CH:40][C:39]([CH3:42])=[CH:38][CH:37]=3)(=[O:35])=[O:34])[C:17]2=[N:18][CH:19]=1.C1(C)C(S([Cl:52])(=O)=O)=CC=CC=1.[Cl-].[NH4+]. Product: [F:13][C:14]1[C:15]([Cl:52])=[C:16]2[C:26]3[C:21](=[CH:22][N:23]=[C:24]([C:27]4[CH:28]=[N:29][CH:30]=[CH:31][CH:32]=4)[CH:25]=3)[N:20]([S:33]([C:36]3[CH:37]=[CH:38][C:39]([CH3:42])=[CH:40][CH:41]=3)(=[O:35])=[O:34])[C:17]2=[N:18][CH:19]=1. The catalyst class is: 20.